This data is from Forward reaction prediction with 1.9M reactions from USPTO patents (1976-2016). The task is: Predict the product of the given reaction. Given the reactants [CH3:1][I:2].[S:3]1[C:11]2[CH2:10][CH2:9][N:8]([C:12]([N:14]3[CH:18]=[CH:17][N:16]=[CH:15]3)=[O:13])[CH2:7][C:6]=2[CH:5]=[CH:4]1, predict the reaction product. The product is: [I-:2].[S:3]1[C:11]2[CH2:10][CH2:9][N:8]([C:12]([N:14]3[CH:18]=[CH:17][N+:16]([CH3:1])=[CH:15]3)=[O:13])[CH2:7][C:6]=2[CH:5]=[CH:4]1.